Predict the reaction yield, written as a fraction of the theoretical maximum amount of product (1.0 means a 100% yield; for example, 0.34 means a 34% yield). From a dataset of Reaction yield outcomes from USPTO patents with 853,638 reactions. The reactants are [OH:1][C:2]1[CH:11]=[C:10]2[C:5]([C:6]([O:12][C:13]3[CH:18]=[CH:17][C:16]([O:19][CH3:20])=[CH:15][C:14]=3[C:21](=[O:23])[CH3:22])=[CH:7][CH:8]=[N:9]2)=[CH:4][C:3]=1[O:24][CH3:25].Br[CH2:27][CH2:28][Cl:29].C(=O)([O-])[O-].[K+].[K+].O. The catalyst is CN(C)C=O. The product is [Cl:29][CH2:28][CH2:27][O:1][C:2]1[CH:11]=[C:10]2[C:5]([C:6]([O:12][C:13]3[CH:18]=[CH:17][C:16]([O:19][CH3:20])=[CH:15][C:14]=3[C:21](=[O:23])[CH3:22])=[CH:7][CH:8]=[N:9]2)=[CH:4][C:3]=1[O:24][CH3:25]. The yield is 0.300.